Dataset: Catalyst prediction with 721,799 reactions and 888 catalyst types from USPTO. Task: Predict which catalyst facilitates the given reaction. (1) Reactant: [NH:1]1[C:9]2[CH:8]=[CH:7][CH:6]=[C:5]([CH:10]=[O:11])[C:4]=2[CH:3]=[CH:2]1.[N:12]([CH2:15][CH2:16][CH2:17][CH3:18])=[C:13]=[O:14]. Product: [CH2:15]([NH:12][C:13]([N:1]1[C:9]2[C:4](=[C:5]([CH:10]=[O:11])[CH:6]=[CH:7][CH:8]=2)[CH:3]=[CH:2]1)=[O:14])[CH2:16][CH2:17][CH3:18]. The catalyst class is: 599. (2) Reactant: OS(O)(=O)=O.[NH2:6][C:7]1[C:8]([N+:17]([O-:19])=[O:18])=[C:9]([CH:13]=[C:14]([Cl:16])[CH:15]=1)[C:10]([OH:12])=[O:11].[C:20]([O-])([O-])=O.[Na+].[Na+]. Product: [NH2:6][C:7]1[C:8]([N+:17]([O-:19])=[O:18])=[C:9]([CH:13]=[C:14]([Cl:16])[CH:15]=1)[C:10]([O:12][CH3:20])=[O:11]. The catalyst class is: 5. (3) Reactant: [Br:1][C:2]1[CH:3]=[C:4]([OH:8])[CH:5]=[CH:6][CH:7]=1.Cl[CH2:10][CH2:11][CH2:12][O:13][CH3:14].C([O-])([O-])=O.[K+].[K+]. Product: [Br:1][C:2]1[CH:7]=[CH:6][CH:5]=[C:4]([O:8][CH2:10][CH2:11][CH2:12][O:13][CH3:14])[CH:3]=1. The catalyst class is: 3. (4) Reactant: [NH2:1][C:2]1[CH:21]=[CH:20][C:5]([O:6][C:7]2[C:8]3[N:15]([CH2:16][C:17]([NH2:19])=[O:18])[CH:14]=[CH:13][C:9]=3[N:10]=[CH:11][N:12]=2)=[CH:4][C:3]=1[Cl:22].C(N(CC)CC)C.[F:30][C:31]([F:42])([F:41])[C:32]1[CH:33]=[C:34]([N:38]=[C:39]=[O:40])[CH:35]=[CH:36][CH:37]=1. Product: [Cl:22][C:3]1[CH:4]=[C:5]([CH:20]=[CH:21][C:2]=1[NH:1][C:39]([NH:38][C:34]1[CH:35]=[CH:36][CH:37]=[C:32]([C:31]([F:30])([F:41])[F:42])[CH:33]=1)=[O:40])[O:6][C:7]1[C:8]2[N:15]([CH2:16][C:17]([NH2:19])=[O:18])[CH:14]=[CH:13][C:9]=2[N:10]=[CH:11][N:12]=1. The catalyst class is: 7. (5) Reactant: [CH2:1]([O:3][C:4]([CH:6]1[NH:11][CH2:10][CH2:9][N:8]([C:12]([O:14][C:15]([CH3:18])([CH3:17])[CH3:16])=[O:13])[CH2:7]1)=[O:5])[CH3:2].[CH:19](OC1C(F)=C(F)C(F)=C(F)C=1F)=[O:20].CN(C)CCN. Product: [CH2:1]([O:3][C:4]([CH:6]1[N:11]([CH:19]=[O:20])[CH2:10][CH2:9][N:8]([C:12]([O:14][C:15]([CH3:17])([CH3:16])[CH3:18])=[O:13])[CH2:7]1)=[O:5])[CH3:2]. The catalyst class is: 4.